From a dataset of NCI-60 drug combinations with 297,098 pairs across 59 cell lines. Regression. Given two drug SMILES strings and cell line genomic features, predict the synergy score measuring deviation from expected non-interaction effect. (1) Drug 1: C1=CC=C(C(=C1)C(C2=CC=C(C=C2)Cl)C(Cl)Cl)Cl. Drug 2: CN(CC1=CN=C2C(=N1)C(=NC(=N2)N)N)C3=CC=C(C=C3)C(=O)NC(CCC(=O)O)C(=O)O. Cell line: PC-3. Synergy scores: CSS=49.7, Synergy_ZIP=5.03, Synergy_Bliss=-0.0725, Synergy_Loewe=-28.7, Synergy_HSA=-1.95. (2) Drug 1: CC1=CC2C(CCC3(C2CCC3(C(=O)C)OC(=O)C)C)C4(C1=CC(=O)CC4)C. Drug 2: C1=C(C(=O)NC(=O)N1)N(CCCl)CCCl. Cell line: MDA-MB-231. Synergy scores: CSS=7.51, Synergy_ZIP=5.15, Synergy_Bliss=-0.588, Synergy_Loewe=-17.8, Synergy_HSA=-9.73. (3) Drug 1: C1C(C(OC1N2C=C(C(=O)NC2=O)F)CO)O. Drug 2: CCC(=C(C1=CC=CC=C1)C2=CC=C(C=C2)OCCN(C)C)C3=CC=CC=C3.C(C(=O)O)C(CC(=O)O)(C(=O)O)O. Cell line: MDA-MB-231. Synergy scores: CSS=11.6, Synergy_ZIP=1.67, Synergy_Bliss=5.53, Synergy_Loewe=-13.2, Synergy_HSA=1.36. (4) Drug 1: CC1C(C(CC(O1)OC2CC(CC3=C2C(=C4C(=C3O)C(=O)C5=C(C4=O)C(=CC=C5)OC)O)(C(=O)C)O)N)O.Cl. Drug 2: C1CCC(C(C1)N)N.C(=O)(C(=O)[O-])[O-].[Pt+4]. Cell line: TK-10. Synergy scores: CSS=8.76, Synergy_ZIP=-6.89, Synergy_Bliss=-2.57, Synergy_Loewe=-4.76, Synergy_HSA=-2.80.